From a dataset of Full USPTO retrosynthesis dataset with 1.9M reactions from patents (1976-2016). Predict the reactants needed to synthesize the given product. (1) Given the product [S:4]1[C:8]2[CH:9]=[C:10]([NH:13][C:14]3[C:15]4[CH:22]=[C:21]([C:23]5[CH2:24][CH2:25][N:26]([C:39]([C:40]6([CH2:43][OH:44])[CH2:42][CH2:41]6)=[O:38])[CH2:27][CH:28]=5)[NH:20][C:16]=4[N:17]=[CH:18][N:19]=3)[CH:11]=[CH:12][C:7]=2[N:6]=[CH:5]1, predict the reactants needed to synthesize it. The reactants are: Cl.Cl.Cl.[S:4]1[C:8]2[CH:9]=[C:10]([NH:13][C:14]3[C:15]4[CH:22]=[C:21]([C:23]5[CH2:24][CH2:25][NH:26][CH2:27][CH:28]=5)[NH:20][C:16]=4[N:17]=[CH:18][N:19]=3)[CH:11]=[CH:12][C:7]=2[N:6]=[CH:5]1.C(N(CC)C(C)C)(C)C.[OH:38][CH2:39][C:40]1([C:43](O)=[O:44])[CH2:42][CH2:41]1.F[B-](F)(F)F.N1(OC(N(C)C)=[N+](C)C)C2C=CC=CC=2N=N1. (2) Given the product [C:6]([O:5][C:1]([NH:2][N:3]=[C:10]1[CH2:14][CH2:13][CH2:12][CH2:11]1)=[O:4])([CH3:9])([CH3:8])[CH3:7], predict the reactants needed to synthesize it. The reactants are: [C:1]([O:5][C:6]([CH3:9])([CH3:8])[CH3:7])(=[O:4])[NH:2][NH2:3].[C:10]1(=O)[CH2:14][CH2:13][CH2:12][CH2:11]1.